The task is: Predict the reaction yield, written as a fraction of the theoretical maximum amount of product (1.0 means a 100% yield; for example, 0.34 means a 34% yield).. This data is from Reaction yield outcomes from USPTO patents with 853,638 reactions. (1) The reactants are C[Si]([N-][Si](C)(C)C)(C)C.[Na+].[Br-].[CH2:12]([P+](C1C=CC=CC=1)(C1C=CC=CC=1)C1C=CC=CC=1)[CH2:13][CH2:14][CH2:15][CH2:16][CH3:17].[I:37][C:38]1[CH:39]=[C:40]([CH:56]=[C:57]([C:61]([O:63][CH3:64])=[O:62])[C:58]=1[O:59][CH3:60])[C:41]([C:43]1[CH:48]=[C:47]([C:49]([O:51][CH3:52])=[O:50])[C:46]([O:53][CH3:54])=[C:45]([I:55])[CH:44]=1)=O. The catalyst is C1COCC1. The yield is 0.0900. The product is [CH3:12][CH2:13][CH2:14][CH2:15][CH2:16][CH:17]=[C:41]([C:43]1[CH:44]=[C:45]([I:55])[C:46]([O:53][CH3:54])=[C:47]([C:49]([O:51][CH3:52])=[O:50])[CH:48]=1)[C:40]1[CH:39]=[C:38]([I:37])[C:58]([O:59][CH3:60])=[C:57]([C:61]([O:63][CH3:64])=[O:62])[CH:56]=1. (2) The reactants are [Br:1][C:2]1[CH:3]=[C:4]([CH:7]=[C:8]([F:10])[CH:9]=1)[CH:5]=O.[CH3:11][S:12]([NH2:15])(=[O:14])=[O:13].[BH-](OC(C)=O)(OC(C)=O)OC(C)=O.[Na+]. The catalyst is ClCCCl. The product is [Br:1][C:2]1[CH:3]=[C:4]([CH:7]=[C:8]([F:10])[CH:9]=1)[CH2:5][NH:15][S:12]([CH3:11])(=[O:14])=[O:13]. The yield is 0.990. (3) The reactants are [CH:1]1([CH2:7][C@H:8]([NH:13]C(=O)OC(C)(C)C)[CH2:9][N:10]([CH3:12])[CH3:11])[CH2:6][CH2:5][CH2:4][CH2:3][CH2:2]1.O1CCOCC1.[ClH:27]. The catalyst is O. The product is [ClH:27].[ClH:27].[CH:1]1([CH2:7][C@H:8]([NH2:13])[CH2:9][N:10]([CH3:12])[CH3:11])[CH2:6][CH2:5][CH2:4][CH2:3][CH2:2]1. The yield is 1.00. (4) The reactants are [CH3:1][O:2][C:3]1[CH:4]=[C:5]2[C:10](=[CH:11][C:12]=1[O:13][CH2:14][CH2:15][CH2:16][N:17]1[CH2:22][CH2:21][O:20][CH2:19][CH2:18]1)[N:9]=[CH:8][N:7]=[C:6]2[O:23]C1C=CC=CC=1. The catalyst is Cl. The product is [CH3:1][O:2][C:3]1[CH:4]=[C:5]2[C:10](=[CH:11][C:12]=1[O:13][CH2:14][CH2:15][CH2:16][N:17]1[CH2:22][CH2:21][O:20][CH2:19][CH2:18]1)[N:9]=[CH:8][NH:7][C:6]2=[O:23]. The yield is 0.890.